This data is from Forward reaction prediction with 1.9M reactions from USPTO patents (1976-2016). The task is: Predict the product of the given reaction. (1) Given the reactants C(N(CC)CC)C.C([SiH](CC)CC)C.C([O:22][C:23]1[CH:24]=[C:25]([CH:35]=[C:36]([O:38][C@@H:39]([CH3:49])[CH2:40][O:41][Si](C(C)(C)C)(C)C)[CH:37]=1)[C:26]([NH:28][C:29]1[S:30][C:31]([CH3:34])=[CH:32][N:33]=1)=[O:27])C1C=CC=CC=1, predict the reaction product. The product is: [OH:22][C:23]1[CH:24]=[C:25]([CH:35]=[C:36]([O:38][C@@H:39]([CH3:49])[CH2:40][OH:41])[CH:37]=1)[C:26]([NH:28][C:29]1[S:30][C:31]([CH3:34])=[CH:32][N:33]=1)=[O:27]. (2) Given the reactants [I:1][C:2]1[CH:6]=[CH:5][N:4]([C:7]([CH3:12])([CH3:11])[C:8]([NH2:10])=O)[N:3]=1.FC(F)(F)C(OC(=O)C(F)(F)F)=O, predict the reaction product. The product is: [I:1][C:2]1[CH:6]=[CH:5][N:4]([C:7]([CH3:12])([CH3:11])[C:8]#[N:10])[N:3]=1. (3) Given the reactants [Si:1]([O:8][C@@H:9]1[C@H:13]([CH3:14])[NH:12][C@H:11]([C:15]([O:17][CH3:18])=[O:16])[CH2:10]1)([C:4]([CH3:7])([CH3:6])[CH3:5])([CH3:3])[CH3:2].[C:19](O[C:19]([O:21][C:22]([CH3:25])([CH3:24])[CH3:23])=[O:20])([O:21][C:22]([CH3:25])([CH3:24])[CH3:23])=[O:20], predict the reaction product. The product is: [Si:1]([O:8][C@@H:9]1[C@H:13]([CH3:14])[N:12]([C:19]([O:21][C:22]([CH3:25])([CH3:24])[CH3:23])=[O:20])[C@H:11]([C:15]([O:17][CH3:18])=[O:16])[CH2:10]1)([C:4]([CH3:6])([CH3:7])[CH3:5])([CH3:2])[CH3:3]. (4) Given the reactants [C:1]([O:5][C:6]([NH:8][CH:9]([C@@H:16]1[CH2:20][CH2:19][N:18]([C@@H](C2C=CC=CC=2)C)[CH2:17]1)[C:10]1[CH:15]=[CH:14][CH:13]=[CH:12][CH:11]=1)=[O:7])([CH3:4])([CH3:3])[CH3:2], predict the reaction product. The product is: [C:1]([O:5][C:6]([NH:8][CH:9]([C@@H:16]1[CH2:20][CH2:19][NH:18][CH2:17]1)[C:10]1[CH:11]=[CH:12][CH:13]=[CH:14][CH:15]=1)=[O:7])([CH3:4])([CH3:2])[CH3:3]. (5) Given the reactants [F:1][C:2]1[CH:7]=[C:6]([F:8])[CH:5]=[CH:4][C:3]=1[C:9]1[CH:10]=[C:11]2[C:16](=[CH:17][CH:18]=1)[CH:15]=[C:14]([S:19]([O-:21])=[O:20])[CH:13]=[CH:12]2.[Na+].Br[C:24]1[CH:29]=[CH:28][CH:27]=[CH:26][C:25]=1[C@@H:30]([OH:32])[CH3:31].N, predict the reaction product. The product is: [F:1][C:2]1[CH:7]=[C:6]([F:8])[CH:5]=[CH:4][C:3]=1[C:9]1[CH:10]=[C:11]2[C:16](=[CH:17][CH:18]=1)[CH:15]=[C:14]([S:19]([C:24]1[CH:29]=[CH:28][CH:27]=[CH:26][C:25]=1[C@@H:30]([OH:32])[CH3:31])(=[O:21])=[O:20])[CH:13]=[CH:12]2. (6) Given the reactants [H-].[Na+].[CH3:3][C:4]1[CH:5]=[C:6]([CH2:11][C:12]#[N:13])[CH:7]=[CH:8][C:9]=1[CH3:10].Br[CH2:15][CH2:16][O:17][CH:18]1[CH2:23][CH2:22][CH2:21][CH2:20][O:19]1, predict the reaction product. The product is: [CH3:3][C:4]1[CH:5]=[C:6]([CH:11]([CH2:15][CH2:16][O:17][CH:18]2[CH2:23][CH2:22][CH2:21][CH2:20][O:19]2)[C:12]#[N:13])[CH:7]=[CH:8][C:9]=1[CH3:10]. (7) Given the reactants [F:1][C:2]([F:17])([F:16])[C:3]1[CH:8]=[CH:7][C:6]([CH2:9][NH2:10])=[C:5]([N:11]2[CH2:15][CH2:14][CH2:13][CH2:12]2)[CH:4]=1.ClC(Cl)(O[C:22](=[O:28])OC(Cl)(Cl)Cl)Cl.[N-:30]=[C:31]=O.CO.[CH3:35][N:36]([CH:38]=[O:39])C, predict the reaction product. The product is: [F:17][C:2]([F:1])([F:16])[C:3]1[CH:8]=[CH:7][C:6]([CH2:9][NH:10][C:38]([NH:36][C:35]2[C:31]3[NH:30][C:22](=[O:28])[NH:10][C:9]=3[CH:6]=[CH:5][CH:4]=2)=[O:39])=[C:5]([N:11]2[CH2:15][CH2:14][CH2:13][CH2:12]2)[CH:4]=1. (8) Given the reactants [Br:1][C:2]1[CH:3]=[CH:4][C:5]([OH:8])=[N:6][CH:7]=1.[CH3:9][C:10]([CH3:13])([O-])[CH3:11].[K+].BrCC1CC1, predict the reaction product. The product is: [Br:1][C:2]1[CH:3]=[CH:4][C:5](=[O:8])[N:6]([CH2:9][CH:10]2[CH2:13][CH2:11]2)[CH:7]=1.